Dataset: Reaction yield outcomes from USPTO patents with 853,638 reactions. Task: Predict the reaction yield, written as a fraction of the theoretical maximum amount of product (1.0 means a 100% yield; for example, 0.34 means a 34% yield). (1) The yield is 0.900. The reactants are Cl.C(OC([NH:9][C@@H:10]([CH2:14][CH2:15][CH2:16][CH2:17][NH:18][C:19](=[O:22])[CH:20]=[CH2:21])[C:11]([OH:13])=[O:12])=O)(C)(C)C.[CH3:23]O. The product is [NH2:9][C@@H:10]([CH2:14][CH2:15][CH2:16][CH2:17][NH:18][C:19](=[O:22])[CH:20]=[CH2:21])[C:11]([O:13][CH3:23])=[O:12]. No catalyst specified. (2) The reactants are [C:1]([O:5][C:6]([NH:8][C:9](=[CH:14][C:15]1[CH:16]=[N:17][C:18]([C:21]2[CH:26]=[CH:25][CH:24]=[C:23]([F:27])[C:22]=2[F:28])=[CH:19][CH:20]=1)[C:10]([O:12][CH3:13])=[O:11])=[O:7])([CH3:4])([CH3:3])[CH3:2].C(O)(=O)C.OCC1(OC[C@@H](O)[C@@H](O)[C@H]1O)O. The catalyst is [Pd].CO. The product is [C:1]([O:5][C:6]([NH:8][CH:9]([CH2:14][C:15]1[CH:16]=[N:17][C:18]([C:21]2[CH:26]=[CH:25][CH:24]=[C:23]([F:27])[C:22]=2[F:28])=[CH:19][CH:20]=1)[C:10]([O:12][CH3:13])=[O:11])=[O:7])([CH3:4])([CH3:2])[CH3:3]. The yield is 1.00. (3) The reactants are O1[C:5]2([CH2:10][CH2:9][CH:8]([N:11]3[C:16](=[O:17])[C:15]([CH2:18][C:19]4[CH:24]=[CH:23][C:22]([C:25]5[C:26]([C:31]#[N:32])=[CH:27][CH:28]=[CH:29][CH:30]=5)=[C:21]([CH3:33])[CH:20]=4)=[C:14]([CH2:34][CH2:35][CH3:36])[N:13]4[N:37]=[CH:38][CH:39]=[C:12]34)[CH2:7][CH2:6]2)[O:4]CC1.Cl.[OH-].[Na+]. The yield is 0.940. The product is [OH:4][C@H:5]1[CH2:6][CH2:7][C@H:8]([N:11]2[C:16](=[O:17])[C:15]([CH2:18][C:19]3[CH:24]=[CH:23][C:22]([C:25]4[C:26]([C:31]#[N:32])=[CH:27][CH:28]=[CH:29][CH:30]=4)=[C:21]([CH3:33])[CH:20]=3)=[C:14]([CH2:34][CH2:35][CH3:36])[N:13]3[N:37]=[CH:38][CH:39]=[C:12]23)[CH2:9][CH2:10]1. The catalyst is O1CCCC1.C(OCC)(=O)C. (4) The reactants are Cl[C:2]1[N:7]=[CH:6][C:5]([S:8]([N:11]2[C:15]([C:16]3[CH:21]=[CH:20][CH:19]=[CH:18][CH:17]=3)=[CH:14][C:13]([CH2:22][N:23](C)[C:24](=O)OC(C)(C)C)=[CH:12]2)(=[O:10])=[O:9])=[CH:4][C:3]=1[CH3:32].NN.[C:35](=[O:38])([O-:37])O.[Na+].[C:40]([O:43]CC)(=[O:42])[CH3:41].Cl. The catalyst is O1CCCC1.C(O)C. The product is [C:40]([OH:43])(=[O:42])/[CH:41]=[CH:2]/[C:35]([OH:37])=[O:38].[CH3:24][NH:23][CH2:22][C:13]1[CH:14]=[C:15]([C:16]2[CH:17]=[CH:18][CH:19]=[CH:20][CH:21]=2)[N:11]([S:8]([C:5]2[CH:6]=[N:7][CH:2]=[C:3]([CH3:32])[CH:4]=2)(=[O:10])=[O:9])[CH:12]=1. The yield is 0.400. (5) The reactants are [OH:1][C@H:2]1[C:10]2[C:5](=[CH:6][CH:7]=[CH:8][CH:9]=2)[CH2:4][C@:3]1([CH2:20][C:21]1[CH:29]=[CH:28][C:24]([C:25]([OH:27])=[O:26])=[CH:23][CH:22]=1)[C:11]1[CH2:12][C:13]2[C:18]([CH:19]=1)=[CH:17][CH:16]=[CH:15][CH:14]=2.C([O-])([O-])=O.[K+].[K+].[CH2:36](I)[CH2:37][CH3:38]. The catalyst is CN(C=O)C.Cl. The product is [OH:1][C@H:2]1[C:10]2[C:5](=[CH:6][CH:7]=[CH:8][CH:9]=2)[CH2:4][C@:3]1([CH2:20][C:21]1[CH:29]=[CH:28][C:24]([C:25]([O:27][CH2:36][CH2:37][CH3:38])=[O:26])=[CH:23][CH:22]=1)[C:11]1[CH2:12][C:13]2[C:18]([CH:19]=1)=[CH:17][CH:16]=[CH:15][CH:14]=2. The yield is 0.730. (6) The reactants are [NH2:1][C:2]1[CH:3]=[CH:4][CH:5]=[C:6]2[C:11]=1[CH:10]=[C:9]([OH:12])[CH:8]=[CH:7]2.[C:13]([O:17][C:18](O[C:18]([O:17][C:13]([CH3:16])([CH3:15])[CH3:14])=[O:19])=[O:19])([CH3:16])([CH3:15])[CH3:14]. The catalyst is O1CCCC1. The product is [C:13]([O:17][C:18](=[O:19])[NH:1][C:2]1[C:11]2[C:6](=[CH:7][CH:8]=[C:9]([OH:12])[CH:10]=2)[CH:5]=[CH:4][CH:3]=1)([CH3:16])([CH3:15])[CH3:14]. The yield is 0.790. (7) The product is [CH2:1]([O:8][C:9]1[CH:14]=[CH:13][C:12]([CH2:15][CH2:16][O:17][CH:22]2[CH2:23][CH2:24][CH2:25][CH2:26][O:21]2)=[CH:11][C:10]=1[N+:18]([O-:20])=[O:19])[C:2]1[CH:3]=[CH:4][CH:5]=[CH:6][CH:7]=1. The catalyst is ClCCl.CC1C=CC(S(O)(=O)=O)=CC=1.O. The reactants are [CH2:1]([O:8][C:9]1[CH:14]=[CH:13][C:12]([CH2:15][CH2:16][OH:17])=[CH:11][C:10]=1[N+:18]([O-:20])=[O:19])[C:2]1[CH:7]=[CH:6][CH:5]=[CH:4][CH:3]=1.[O:21]1[CH:26]=[CH:25][CH2:24][CH2:23][CH2:22]1. The yield is 0.910. (8) The catalyst is CN(C=O)C. The yield is 0.960. The product is [C:71]([O:70][C:68]([N:27]1[CH2:28][CH:29]=[C:24]([C:22]2[CH:21]=[CH:20][C:17]3[C:18]4[N:12]([CH2:13][CH2:14][O:15][C:16]=3[CH:23]=2)[CH:11]=[C:10]([C:9]2[N:5]([CH:2]([CH3:4])[CH3:3])[N:6]=[CH:7][N:8]=2)[N:19]=4)[CH2:25][CH2:26]1)=[O:69])([CH3:74])([CH3:73])[CH3:72]. The reactants are Cl.[CH:2]([N:5]1[C:9]([C:10]2[N:19]=[C:18]3[N:12]([CH2:13][CH2:14][O:15][C:16]4[CH:23]=[C:22]([CH:24]5[CH2:29][CH2:28][NH:27][CH2:26][CH2:25]5)[CH:21]=[CH:20][C:17]=43)[CH:11]=2)=[N:8][CH:7]=[N:6]1)([CH3:4])[CH3:3].BrC1C=CC2C3N(CCOC=2C=1)C=C(C1N(C(C)C)N=CN=1)N=3.B1(C2CCN([C:68]([O:70][C:71]([CH3:74])([CH3:73])[CH3:72])=[O:69])CC=2)OC(C)(C)C(C)(C)O1.C(=O)([O-])[O-].[K+].[K+].C(Cl)Cl. (9) The reactants are [C:1]([NH:4][C:5]1[CH:10]=[CH:9][C:8]([OH:11])=[CH:7][CH:6]=1)(=[O:3])[CH3:2].[H-].[Na+].[Cl:14][C:15]1[CH:20]=[C:19]([Cl:21])[N:18]=[C:17](S(C)(=O)=O)[N:16]=1. The catalyst is C1COCC1.[NH4+].[Cl-].CCOC(C)=O. The product is [Cl:14][C:15]1[CH:20]=[C:19]([Cl:21])[N:18]=[C:17]([O:11][C:8]2[CH:9]=[CH:10][C:5]([NH:4][C:1](=[O:3])[CH3:2])=[CH:6][CH:7]=2)[N:16]=1. The yield is 0.950.